This data is from hERG Central: cardiac toxicity at 1µM, 10µM, and general inhibition. The task is: Predict hERG channel inhibition at various concentrations. (1) The drug is COc1ccc(CN2CCN(C3CCSCC3)CC2CCO)c(C)c1C. Results: hERG_inhib (hERG inhibition (general)): blocker. (2) The molecule is CN(Cc1ccccc1OCCO)CC1CCCN(CCc2ccc(Cl)cc2)C1. Results: hERG_inhib (hERG inhibition (general)): blocker. (3) The compound is COc1cccc(C(=O)C2CCCN(C/C=C/c3ccccc3OC)C2)c1. Results: hERG_inhib (hERG inhibition (general)): blocker. (4) The compound is C=CCc1ccccc1OCC(O)CN1CCN(c2ccc(OC)cc2)CC1.Cl. Results: hERG_inhib (hERG inhibition (general)): blocker. (5) Results: hERG_inhib (hERG inhibition (general)): blocker. The molecule is CC(C)n1c(N2CCN(CC(=O)Nc3ccc4c(c3)OCCO4)CC2)nc2ccccc21. (6) The drug is Cc1cc(C(=O)N/N=C/C=C/c2ccc([N+](=O)[O-])cc2)n[nH]1. Results: hERG_inhib (hERG inhibition (general)): blocker. (7) The molecule is Cc1onc(-c2ccccc2)c1C(=O)OCc1nnc(-c2ccc([N+](=O)[O-])cc2)o1. Results: hERG_inhib (hERG inhibition (general)): blocker. (8) The compound is CCn1cc(C(=O)NCCCN2CCC(C)CC2)c(=O)c2cc(S(=O)(=O)N(C)C3CCCCC3)ccc21. Results: hERG_inhib (hERG inhibition (general)): blocker. (9) The drug is CN1C=CC=C/C1=C1\SC(=S)N(C2CCCCC2)C1=O. Results: hERG_inhib (hERG inhibition (general)): blocker.